Dataset: Forward reaction prediction with 1.9M reactions from USPTO patents (1976-2016). Task: Predict the product of the given reaction. (1) Given the reactants [NH2:1][C:2]1[C:10]([OH:11])=[C:9]([F:12])[CH:8]=[CH:7][C:3]=1[C:4]([OH:6])=[O:5].S(Cl)(Cl)=O.[CH3:17]O, predict the reaction product. The product is: [NH2:1][C:2]1[C:10]([OH:11])=[C:9]([F:12])[CH:8]=[CH:7][C:3]=1[C:4]([O:6][CH3:17])=[O:5]. (2) Given the reactants C1(C)C=CC=CC=1.[CH2:8]([C@@H:15]1[CH2:19][O:18][C:17](=[O:20])[N:16]1[C:21](=[O:30])[CH2:22][C:23]1[CH:28]=[CH:27][C:26]([Br:29])=[CH:25][CH:24]=1)[C:9]1[CH:14]=[CH:13][CH:12]=[CH:11][CH:10]=1.CCN(C(C)C)C(C)C.CO[CH:42]1[N:46]([C:47]([O:49][C:50]([CH3:53])([CH3:52])[CH3:51])=[O:48])[C:45]([CH3:55])([CH3:54])[CH2:44][CH2:43]1, predict the reaction product. The product is: [CH2:8]([C@@H:15]1[CH2:19][O:18][C:17](=[O:20])[N:16]1[C:21](=[O:30])[C@@H:22]([C@H:42]1[N:46]([C:47]([O:49][C:50]([CH3:53])([CH3:52])[CH3:51])=[O:48])[C:45]([CH3:55])([CH3:54])[CH2:44][CH2:43]1)[C:23]1[CH:24]=[CH:25][C:26]([Br:29])=[CH:27][CH:28]=1)[C:9]1[CH:14]=[CH:13][CH:12]=[CH:11][CH:10]=1. (3) Given the reactants C1(C)C=CC=CC=1P(C1C=CC=CC=1C)C1C=CC=CC=1C.C(=O)([O-])[O-].[Na+].[Na+].CC1(C)C(C)(C)OB([C:37]2[CH:42]=[CH:41][C:40]([CH2:43][C:44]([O:46][CH3:47])=[O:45])=[CH:39][CH:38]=2)O1.Br[C:50]1[CH:55]=[CH:54][C:53]([OH:56])=[CH:52][C:51]=1[F:57].Cl, predict the reaction product. The product is: [F:57][C:51]1[CH:52]=[C:53]([OH:56])[CH:54]=[CH:55][C:50]=1[C:37]1[CH:38]=[CH:39][C:40]([CH2:43][C:44]([O:46][CH3:47])=[O:45])=[CH:41][CH:42]=1. (4) Given the reactants [CH3:1][O:2][C:3]1[CH:4]=[C:5]([NH:13][C:14]2[N:15]=[CH:16][C:17]3[CH2:23][NH:22][CH2:21]C[C:18]=3[N:19]=2)[CH:6]=[C:7]([O:11][CH3:12])[C:8]=1[O:9][CH3:10].[C:24](=[O:29])([O:27][CH3:28])OC.C(N(C(C)C)CC)(C)C, predict the reaction product. The product is: [CH3:12][O:11][C:7]1[CH:6]=[C:5]([NH:13][C:14]2[N:19]=[CH:18][C:17]3[CH2:23][N:22]([C:24]([O:27][CH3:28])=[O:29])[CH2:21][C:16]=3[N:15]=2)[CH:4]=[C:3]([O:2][CH3:1])[C:8]=1[O:9][CH3:10]. (5) Given the reactants [NH2:1][CH:2]1[CH2:7][CH2:6][CH2:5][CH:4]([N:8]2[C:17]3[CH:16]=[CH:15][CH:14]=[C:13]([Cl:18])[C:12]=3[C:11]3=[N:19][O:20][C:21]([CH3:22])=[C:10]3[C:9]2=[O:23])[CH2:3]1.[C:24]1([NH:30][CH2:31][C:32](O)=[O:33])[CH:29]=[CH:28][CH:27]=[CH:26][CH:25]=1.ON1C2N=CC=CC=2N=N1.Cl.C(N=C=N)C.CC1C=C(C)C=C(C)N=1, predict the reaction product. The product is: [Cl:18][C:13]1[C:12]2[C:11]3[C:10](=[C:21]([CH3:22])[O:20][N:19]=3)[C:9](=[O:23])[N:8]([CH:4]3[CH2:5][CH2:6][CH2:7][CH:2]([NH:1][C:32](=[O:33])[CH2:31][NH:30][C:24]4[CH:29]=[CH:28][CH:27]=[CH:26][CH:25]=4)[CH2:3]3)[C:17]=2[CH:16]=[CH:15][CH:14]=1. (6) Given the reactants CO[C:3]([C:5]1[C:6]([OH:32])=[C:7]2[C:12](=[CH:13][N:14]=1)[N:11]([CH2:15][C:16]1[CH:21]=[CH:20][CH:19]=[CH:18][CH:17]=1)[C:10](=[O:22])[C:9]([C:23]1[CH:24]=[CH:25][C:26]3[C:27]([CH:31]=1)=[N:28][O:29][N:30]=3)=[CH:8]2)=[O:4].[NH2:33][CH2:34][CH2:35][C:36]([OH:38])=[O:37].C[O-].[Na+], predict the reaction product. The product is: [N:30]1[O:29][N:28]=[C:27]2[CH:31]=[C:23]([C:9]3[C:10](=[O:22])[N:11]([CH2:15][C:16]4[CH:17]=[CH:18][CH:19]=[CH:20][CH:21]=4)[C:12]4[C:7]([CH:8]=3)=[C:6]([OH:32])[C:5]([C:3]([NH:33][CH2:34][CH2:35][C:36]([OH:38])=[O:37])=[O:4])=[N:14][CH:13]=4)[CH:24]=[CH:25][C:26]=12. (7) The product is: [CH3:23][N:24]([C:28]1[CH:33]=[CH:32][CH:31]=[CH:30][CH:29]=1)[C:25]([O:21][C:20]1[C:19]2[C:14](=[CH:15][CH:16]=[CH:17][CH:18]=2)[NH:13][C:12](=[O:22])[C:11]=1[C:9]([NH:8][C:5]1[CH:6]=[CH:7][C:2]([O:1][C:25](=[O:26])[N:24]([CH3:23])[C:28]2[CH:33]=[CH:32][CH:31]=[CH:30][CH:29]=2)=[CH:3][CH:4]=1)=[O:10])=[O:26]. Given the reactants [OH:1][C:2]1[CH:7]=[CH:6][C:5]([NH:8][C:9]([C:11]2[C:12](=[O:22])[NH:13][C:14]3[C:19]([C:20]=2[OH:21])=[CH:18][CH:17]=[CH:16][CH:15]=3)=[O:10])=[CH:4][CH:3]=1.[CH3:23][N:24]([C:28]1[CH:33]=[CH:32][CH:31]=[CH:30][CH:29]=1)[C:25](Cl)=[O:26], predict the reaction product. (8) Given the reactants [Cl:1][C:2]1[N:10]=[CH:9][CH:8]=[CH:7][C:3]=1[C:4](Cl)=[O:5].[Cl:11][C:12]1[CH:18]=[CH:17][C:15]([NH2:16])=[CH:14][CH:13]=1.C(N(CC)C(C)C)(C)C.C(OCC)(=O)C, predict the reaction product. The product is: [Cl:1][C:2]1[C:3]([C:4]([NH:16][C:15]2[CH:17]=[CH:18][C:12]([Cl:11])=[CH:13][CH:14]=2)=[O:5])=[CH:7][CH:8]=[CH:9][N:10]=1. (9) Given the reactants [CH3:1][C:2]1[N:3]([CH:14]2[CH2:19][CH2:18][O:17][CH2:16][CH2:15]2)[C:4]([C:7]2[CH:12]=[CH:11][N:10]=[C:9]([NH2:13])[N:8]=2)=[CH:5][N:6]=1.Br[C:21]1[CH:26]=[CH:25][C:24]([S:27]([N:30]2[CH2:36][CH2:35][CH2:34][N:33]([CH3:37])[CH2:32][CH2:31]2)(=[O:29])=[O:28])=[CH:23][CH:22]=1.C([O-])([O-])=O.[Cs+].[Cs+].CC(C1C=C(C(C)C)C(C2C=CC=CC=2P(C2CCCCC2)C2CCCCC2)=C(C(C)C)C=1)C, predict the reaction product. The product is: [CH3:37][N:33]1[CH2:34][CH2:35][CH2:36][N:30]([S:27]([C:24]2[CH:25]=[CH:26][C:21]([NH:13][C:9]3[N:8]=[C:7]([C:4]4[N:3]([CH:14]5[CH2:19][CH2:18][O:17][CH2:16][CH2:15]5)[C:2]([CH3:1])=[N:6][CH:5]=4)[CH:12]=[CH:11][N:10]=3)=[CH:22][CH:23]=2)(=[O:28])=[O:29])[CH2:31][CH2:32]1.